From a dataset of Full USPTO retrosynthesis dataset with 1.9M reactions from patents (1976-2016). Predict the reactants needed to synthesize the given product. The reactants are: C1(P(C2C=CC=CC=2)C2C=CC=CC=2)C=CC=CC=1.BrN1C(=O)CCC1=O.[C:28]([C:30]1[CH:31]=[C:32]([CH:40]([CH2:44][CH:45]2[CH2:49][CH2:48][CH2:47][CH2:46]2)[C:41]([OH:43])=O)[CH:33]=[CH:34][C:35]=1[S:36]([CH3:39])(=[O:38])=[O:37])#[N:29].[NH2:50][C:51]1[S:52][CH:53]=[CH:54][N:55]=1. Given the product [C:28]([C:30]1[CH:31]=[C:32]([CH:40]([CH2:44][CH:45]2[CH2:46][CH2:47][CH2:48][CH2:49]2)[C:41]([NH:50][C:51]2[S:52][CH:53]=[CH:54][N:55]=2)=[O:43])[CH:33]=[CH:34][C:35]=1[S:36]([CH3:39])(=[O:38])=[O:37])#[N:29], predict the reactants needed to synthesize it.